Task: Predict which catalyst facilitates the given reaction.. Dataset: Catalyst prediction with 721,799 reactions and 888 catalyst types from USPTO (1) Reactant: C([O:3][C:4]([C:6]1[C:7]([CH3:22])=[N:8][C:9]2[C:14]([C:15]=1[NH2:16])=[C:13]([O:17][CH2:18][CH:19]([CH3:21])[CH3:20])[CH:12]=[CH:11][CH:10]=2)=[O:5])C.[OH-].[Na+]. Product: [NH2:16][C:15]1[C:14]2[C:9](=[CH:10][CH:11]=[CH:12][C:13]=2[O:17][CH2:18][CH:19]([CH3:21])[CH3:20])[N:8]=[C:7]([CH3:22])[C:6]=1[C:4]([OH:5])=[O:3]. The catalyst class is: 14. (2) Reactant: C([O:4][C@H:5]1[C@H:10]([O:11]C(=O)C)[C@@H:9]([O:15]C(=O)C)[C@H:8]([C:19]2[CH:24]=[CH:23][C:22]([Cl:25])=[C:21]([CH2:26][C:27]3[CH:32]=[CH:31][C:30]([C:33]#[N:34])=[CH:29][CH:28]=3)[CH:20]=2)[O:7][C@@H:6]1[CH2:35][O:36]C(=O)C)(=O)C.O.[OH-].[Li+]. Product: [Cl:25][C:22]1[CH:23]=[CH:24][C:19]([C@H:8]2[C@H:9]([OH:15])[C@@H:10]([OH:11])[C@H:5]([OH:4])[C@@H:6]([CH2:35][OH:36])[O:7]2)=[CH:20][C:21]=1[CH2:26][C:27]1[CH:28]=[CH:29][C:30]([C:33]#[N:34])=[CH:31][CH:32]=1. The catalyst class is: 87. (3) Reactant: [Br:1][C:2]1[CH:9]=[CH:8][C:7]([F:10])=[CH:6][C:3]=1[CH2:4]Br.[CH2:11]([Mg]Br)[CH:12]=[CH2:13]. Product: [Br:1][C:2]1[CH:9]=[CH:8][C:7]([F:10])=[CH:6][C:3]=1[CH2:4][CH2:13][CH:12]=[CH2:11]. The catalyst class is: 1.